From a dataset of Full USPTO retrosynthesis dataset with 1.9M reactions from patents (1976-2016). Predict the reactants needed to synthesize the given product. (1) Given the product [CH3:13][C:14]1[N:15]=[C:16]([NH:31][C:6]([N:3]2[CH:2]=[CH:1][N:5]=[CH:4]2)=[O:7])[S:17][C:18]=1[C:19]1[N:20]=[C:21]([C:24]2([C:27]([F:30])([F:29])[F:28])[CH2:25][CH2:26]2)[S:22][CH:23]=1, predict the reactants needed to synthesize it. The reactants are: [CH:1]1[N:5]=[CH:4][N:3]([C:6](N2C=NC=C2)=[O:7])[CH:2]=1.[CH3:13][C:14]1[N:15]=[C:16]([NH2:31])[S:17][C:18]=1[C:19]1[N:20]=[C:21]([C:24]2([C:27]([F:30])([F:29])[F:28])[CH2:26][CH2:25]2)[S:22][CH:23]=1. (2) Given the product [Cl:1][C:2]1[CH:11]=[C:6]([C:7]([O:9][CH3:10])=[O:8])[C:5]([C:34]2[CH:33]=[CH:32][CH:31]=[C:30]([F:29])[CH:35]=2)=[C:4]([N+:20]([O-:22])=[O:21])[C:3]=1[C:23]#[C:24][Si:25]([CH3:26])([CH3:27])[CH3:28], predict the reactants needed to synthesize it. The reactants are: [Cl:1][C:2]1[C:3]([C:23]#[C:24][Si:25]([CH3:28])([CH3:27])[CH3:26])=[C:4]([N+:20]([O-:22])=[O:21])[C:5](OS(C(F)(F)F)(=O)=O)=[C:6]([CH:11]=1)[C:7]([O:9][CH3:10])=[O:8].[F:29][C:30]1[CH:31]=[C:32](B(O)O)[CH:33]=[CH:34][CH:35]=1.O.C(=O)(O)[O-].[Na+]. (3) Given the product [CH3:1][O:2][C:3](=[O:9])[C:4]([CH3:8])([CH3:7])[CH2:5][N:14]1[CH:15]=[CH:16][C:11]([Br:10])=[CH:12][C:13]1=[O:17], predict the reactants needed to synthesize it. The reactants are: [CH3:1][O:2][C:3](=[O:9])[C:4]([CH3:8])([CH3:7])[CH2:5]Br.[Br:10][C:11]1[CH:16]=[CH:15][NH:14][C:13](=[O:17])[CH:12]=1.C(=O)([O-])[O-].[K+].[K+].O.